This data is from Peptide-MHC class II binding affinity with 134,281 pairs from IEDB. The task is: Regression. Given a peptide amino acid sequence and an MHC pseudo amino acid sequence, predict their binding affinity value. This is MHC class II binding data. (1) The peptide sequence is KNVFDDVVPEKYTIG. The MHC is HLA-DPA10103-DPB10401 with pseudo-sequence HLA-DPA10103-DPB10401. The binding affinity (normalized) is 0.0440. (2) The peptide sequence is KGAIIGLMVGGVVIA. The binding affinity (normalized) is 0. The MHC is H-2-IAb with pseudo-sequence H-2-IAb. (3) The peptide sequence is YEAFVLHFSEALRII. The MHC is DRB1_1501 with pseudo-sequence DRB1_1501. The binding affinity (normalized) is 0.725. (4) The MHC is DRB1_1001 with pseudo-sequence DRB1_1001. The binding affinity (normalized) is 0.762. The peptide sequence is AFKFAATAANAAPAN.